This data is from Forward reaction prediction with 1.9M reactions from USPTO patents (1976-2016). The task is: Predict the product of the given reaction. Given the reactants [Cl:1][C:2]1[CH:3]=[C:4]([CH:13]=[CH:14][CH:15]=1)[CH2:5][C:6]1[S:10][C:9]([CH:11]=O)=[CH:8][CH:7]=1.C(OCC)(=O)C.CO.[NH3:24].CO, predict the reaction product. The product is: [Cl:1][C:2]1[CH:3]=[C:4]([CH:13]=[CH:14][CH:15]=1)[CH2:5][C:6]1[S:10][C:9]([CH2:11][NH2:24])=[CH:8][CH:7]=1.